This data is from Reaction yield outcomes from USPTO patents with 853,638 reactions. The task is: Predict the reaction yield, written as a fraction of the theoretical maximum amount of product (1.0 means a 100% yield; for example, 0.34 means a 34% yield). (1) The reactants are Br[C:2]1[CH:8]=[CH:7][CH:6]=[C:5]([N+:9]([O-:11])=[O:10])[C:3]=1[NH2:4].[F:12][C:13]1[CH:14]=[C:15]([CH:22]=[C:23](B2OC(C)(C)C(C)(C)O2)[CH:24]=1)[CH2:16][NH:17][S:18]([CH3:21])(=[O:20])=[O:19].C([O-])([O-])=O.[Na+].[Na+].CCOC(C)=O. The catalyst is O1CCOCC1.O.C1C=CC(P(C2C=CC=CC=2)[C-]2C=CC=C2)=CC=1.C1C=CC(P(C2C=CC=CC=2)[C-]2C=CC=C2)=CC=1.Cl[Pd]Cl.[Fe+2]. The product is [NH2:4][C:3]1[C:5]([N+:9]([O-:11])=[O:10])=[CH:6][CH:7]=[CH:8][C:2]=1[C:23]1[CH:24]=[C:13]([F:12])[CH:14]=[C:15]([CH2:16][NH:17][S:18]([CH3:21])(=[O:19])=[O:20])[CH:22]=1. The yield is 0.569. (2) The reactants are [NH2:1][C:2]1[C:7]([N+:8]([O-])=O)=[C:6]([O:11][C:12]2[C:21]3[C:16](=[CH:17][CH:18]=[CH:19][CH:20]=3)[C:15]([NH:22][C:23](=[O:29])[O:24][C:25]([CH3:28])([CH3:27])[CH3:26])=[CH:14][CH:13]=2)[CH:5]=[CH:4][N:3]=1. The catalyst is CO.C1COCC1. The product is [NH2:1][C:2]1[C:7]([NH2:8])=[C:6]([O:11][C:12]2[C:21]3[C:16](=[CH:17][CH:18]=[CH:19][CH:20]=3)[C:15]([NH:22][C:23](=[O:29])[O:24][C:25]([CH3:27])([CH3:26])[CH3:28])=[CH:14][CH:13]=2)[CH:5]=[CH:4][N:3]=1. The yield is 1.00.